Dataset: Forward reaction prediction with 1.9M reactions from USPTO patents (1976-2016). Task: Predict the product of the given reaction. (1) Given the reactants [Br:1][C:2]1[C:3]([C:7]([N:9]([CH3:11])[CH3:10])=[O:8])=[N:4][NH:5][CH:6]=1.C(=O)([O-])[O-].[K+].[K+].CS(O[CH:23]1[CH2:28][CH2:27][N:26]([C:29]([O:31][C:32]([CH3:35])([CH3:34])[CH3:33])=[O:30])[CH2:25][CH2:24]1)(=O)=O, predict the reaction product. The product is: [Br:1][C:2]1[C:3]([C:7](=[O:8])[N:9]([CH3:11])[CH3:10])=[N:4][N:5]([CH:23]2[CH2:28][CH2:27][N:26]([C:29]([O:31][C:32]([CH3:35])([CH3:34])[CH3:33])=[O:30])[CH2:25][CH2:24]2)[CH:6]=1. (2) Given the reactants [Si:1]([O:8][C@H:9]([C:40]1[CH:45]=[CH:44][CH:43]=[CH:42][CH:41]=1)[C@H:10]1[CH2:14][CH2:13][C@@H:12]([CH2:15][C:16]2[CH:21]=[CH:20][C:19]([C:22](=[O:32])[NH:23][CH:24]([C:26]3[CH:31]=[CH:30][CH:29]=[CH:28][N:27]=3)[CH3:25])=[CH:18][CH:17]=2)[N:11]1[C:33]([O:35][C:36]([CH3:39])([CH3:38])[CH3:37])=[O:34])([C:4]([CH3:7])([CH3:6])[CH3:5])([CH3:3])[CH3:2].[H-].[Na+].[CH3:48]I, predict the reaction product. The product is: [Si:1]([O:8][C@H:9]([C:40]1[CH:41]=[CH:42][CH:43]=[CH:44][CH:45]=1)[C@H:10]1[CH2:14][CH2:13][C@@H:12]([CH2:15][C:16]2[CH:21]=[CH:20][C:19]([C:22](=[O:32])[N:23]([CH3:48])[CH:24]([C:26]3[CH:31]=[CH:30][CH:29]=[CH:28][N:27]=3)[CH3:25])=[CH:18][CH:17]=2)[N:11]1[C:33]([O:35][C:36]([CH3:37])([CH3:38])[CH3:39])=[O:34])([C:4]([CH3:5])([CH3:6])[CH3:7])([CH3:2])[CH3:3]. (3) Given the reactants [CH3:1][S:2]([C:5]1[CH:10]=[C:9]([C:11]2([NH:14][C:15]([C:17]3[C:18]4[CH:19]=[N:20][N:21]([C:27]5[CH:32]=[CH:31][C:30]([F:33])=[CH:29][CH:28]=5)[C:22]=4[CH:23]=[C:24](Br)[CH:25]=3)=[O:16])[CH2:13][CH2:12]2)[CH:8]=[CH:7][N:6]=1)(=[O:4])=[O:3].[CH3:34][S:35](C1C=C(C2(NC(C3C4C=NN(C5C=CC(F)=CC=5)C=4C=C(I)C=3)=O)CC2)C=CN=1)(=[O:37])=[O:36], predict the reaction product. The product is: [CH3:1][S:2]([C:5]1[CH:10]=[C:9]([C:11]2([NH:14][C:15]([C:17]3[C:18]4[CH:19]=[N:20][N:21]([C:27]5[CH:32]=[CH:31][C:30]([F:33])=[CH:29][CH:28]=5)[C:22]=4[CH:23]=[C:24]([S:35]([CH3:34])(=[O:37])=[O:36])[CH:25]=3)=[O:16])[CH2:13][CH2:12]2)[CH:8]=[CH:7][N:6]=1)(=[O:4])=[O:3].